Dataset: Forward reaction prediction with 1.9M reactions from USPTO patents (1976-2016). Task: Predict the product of the given reaction. (1) Given the reactants [C:1]([OH:8])(=[O:7])/[CH:2]=[CH:3]\[C:4]([OH:6])=[O:5].[CH:9]#[C:10][C:11]1[CH:12]=[CH:13][CH:14]=[C:15]([NH:17][C:18]2[N:27]=[CH:26][N:25]=[C:24]3[C:19]=2[CH:20]=[C:21]2[O:37][CH2:36][CH2:35][O:34][CH2:33][CH2:32][O:31][CH2:30][CH2:29][O:28][C:22]2=[CH:23]3)[CH:16]=1, predict the reaction product. The product is: [CH:9]#[C:10][C:11]1[CH:12]=[CH:13][CH:14]=[C:15]([NH:17][C:18]2[N:27]=[CH:26][N:25]=[C:24]3[C:19]=2[CH:20]=[C:21]2[O:37][CH2:36][CH2:35][O:34][CH2:33][CH2:32][O:31][CH2:30][CH2:29][O:28][C:22]2=[CH:23]3)[CH:16]=1.[C:1]([O-:8])(=[O:7])/[CH:2]=[CH:3]\[C:4]([O-:6])=[O:5]. (2) Given the reactants [C:1]([C:5]1[N:6]=[C:7]([NH:29][NH2:30])[C:8]2[CH:14]=[C:13]([C:15]3[CH:20]=[CH:19][C:18]([Cl:21])=[CH:17][CH:16]=3)[C:12]([C:22]3[CH:27]=[CH:26][CH:25]=[CH:24][C:23]=3[Cl:28])=[N:11][C:9]=2[N:10]=1)([CH3:4])([CH3:3])[CH3:2].[C:31](N1C=CN=C1)(N1C=CN=C1)=[O:32], predict the reaction product. The product is: [C:1]([C:5]1[N:6]2[C:31](=[O:32])[NH:30][N:29]=[C:7]2[C:8]2[CH:14]=[C:13]([C:15]3[CH:16]=[CH:17][C:18]([Cl:21])=[CH:19][CH:20]=3)[C:12]([C:22]3[CH:27]=[CH:26][CH:25]=[CH:24][C:23]=3[Cl:28])=[N:11][C:9]=2[N:10]=1)([CH3:4])([CH3:2])[CH3:3]. (3) Given the reactants P([O-])(O)(O)=O.[Na+].C(=O)(O)[O-].[Na+].[C:12]([O:15][CH:16]1[CH:23]2[CH:19]([O:20][CH2:21][CH2:22]2)[O:18][CH2:17]1)(=[O:14])[CH3:13].C(Cl)Cl, predict the reaction product. The product is: [C:12]([O:15][C@@H:16]1[C@H:23]2[C@H:19]([O:20][CH2:21][CH2:22]2)[O:18][CH2:17]1)(=[O:14])[CH3:13]. (4) Given the reactants [F:1][C:2]([F:15])([F:14])[C:3]1[CH:12]=[C:11]2[C:6]([C:7]([SH:13])=[CH:8][CH:9]=[N:10]2)=[CH:5][CH:4]=1.[Cl:16][CH2:17][CH2:18]Cl.C([O-])([O-])=O.[K+].[K+].[OH-].[K+], predict the reaction product. The product is: [Cl:16][CH2:17][CH2:18][S:13][C:7]1[C:6]2[C:11](=[CH:12][C:3]([C:2]([F:1])([F:14])[F:15])=[CH:4][CH:5]=2)[N:10]=[CH:9][CH:8]=1. (5) Given the reactants [CH3:1][O:2][C:3]1[CH:8]=[CH:7][C:6]([C:9]2[CH:10]=[N:11][C:12]([NH:15][C:16]3[CH:21]=[CH:20][C:19]([O:22][C:23]([N:25]4[CH2:30][CH2:29][N:28]([CH3:31])[CH2:27][CH2:26]4)=[O:24])=[CH:18][CH:17]=3)=[N:13][CH:14]=2)=[CH:5][CH:4]=1.NC1C=CC(OC(N2CCN(C)CC2)=O)=CC=1.COC1C=CC(B(O)O)=CC=1.C([O-])([O-])=O.[K+].[K+], predict the reaction product. The product is: [NH4+:11].[OH-:2].[CH3:1][O:2][C:3]1[CH:4]=[CH:5][C:6]([C:9]2[CH:14]=[N:13][C:12]([NH:15][C:16]3[CH:17]=[CH:18][C:19]([O:22][C:23]([N:25]4[CH2:26][CH2:27][N:28]([CH3:31])[CH2:29][CH2:30]4)=[O:24])=[CH:20][CH:21]=3)=[N:11][CH:10]=2)=[CH:7][CH:8]=1. (6) Given the reactants [F:1][C:2]1([F:18])[CH2:7][CH2:6][C:5](=[C:8]([C:11]2[CH:12]=[N:13][C:14]([CH3:17])=[N:15][CH:16]=2)[C:9]#[N:10])[CH2:4][CH2:3]1.N.O, predict the reaction product. The product is: [F:18][C:2]1([F:1])[CH2:7][CH2:6][CH:5]([CH:8]([C:11]2[CH:16]=[N:15][C:14]([CH3:17])=[N:13][CH:12]=2)[CH2:9][NH2:10])[CH2:4][CH2:3]1. (7) Given the reactants Cl[C:2]1[N:7]=[CH:6][C:5]([O:8][CH2:9][CH2:10][C@H:11]([CH:13]2[CH2:18][CH2:17][N:16]([C:19]3[O:23][N:22]=[C:21]([CH:24]([CH3:26])[CH3:25])[N:20]=3)[CH2:15][CH2:14]2)[CH3:12])=[CH:4][N:3]=1.[C:27]([O:31][C:32](=[O:47])[NH:33][C@H:34]1[C@H:38]([C:39]2[CH:44]=[CH:43][C:42]([F:45])=[CH:41][C:40]=2[F:46])[CH2:37][NH:36][CH2:35]1)([CH3:30])([CH3:29])[CH3:28].C1CCN2C(=NCCC2)CC1, predict the reaction product. The product is: [C:27]([O:31][C:32](=[O:47])[NH:33][C@H:34]1[C@H:38]([C:39]2[CH:44]=[CH:43][C:42]([F:45])=[CH:41][C:40]=2[F:46])[CH2:37][N:36]([C:2]2[N:7]=[CH:6][C:5]([O:8][CH2:9][CH2:10][C@H:11]([CH:13]3[CH2:18][CH2:17][N:16]([C:19]4[O:23][N:22]=[C:21]([CH:24]([CH3:26])[CH3:25])[N:20]=4)[CH2:15][CH2:14]3)[CH3:12])=[CH:4][N:3]=2)[CH2:35]1)([CH3:30])([CH3:28])[CH3:29]. (8) The product is: [CH2:47]([C:34]([OH:35])([CH2:40][CH3:41])[CH2:33][O:32][C@H:30]1[CH2:29][C@H:28]([N:18]2[C:17](=[O:39])[C:16]([CH2:15][C:12]3[CH:13]=[CH:14][C:9]([C:4]4[C:3]([C:1]#[N:2])=[CH:8][CH:7]=[CH:6][CH:5]=4)=[CH:10][CH:11]=3)=[C:21]([CH2:22][CH2:23][CH3:24])[N:20]3[N:25]=[CH:26][N:27]=[C:19]23)[CH2:31]1)[CH3:48]. Given the reactants [C:1]([C:3]1[CH:8]=[CH:7][CH:6]=[CH:5][C:4]=1[C:9]1[CH:14]=[CH:13][C:12]([CH2:15][C:16]2[C:17](=[O:39])[N:18]([C@H:28]3[CH2:31][C@H:30]([O:32][CH2:33][C:34](OCC)=[O:35])[CH2:29]3)[C:19]3[N:20]([N:25]=[CH:26][N:27]=3)[C:21]=2[CH2:22][CH2:23][CH3:24])=[CH:11][CH:10]=1)#[N:2].[CH2:40]([Mg]Br)[CH3:41].[Cl-].[NH4+].O1CC[CH2:48][CH2:47]1, predict the reaction product.